Dataset: Forward reaction prediction with 1.9M reactions from USPTO patents (1976-2016). Task: Predict the product of the given reaction. Given the reactants Cl.[N:2]1[CH:3]=[CH:4][N:5]2[CH2:10][CH:9]([C:11](OCC)=[O:12])[CH2:8][CH2:7][C:6]=12.O1CCCC1.[H-].[Al+3].[Li+].[H-].[H-].[H-].[OH-].[Na+], predict the reaction product. The product is: [N:2]1[CH:3]=[CH:4][N:5]2[CH2:10][CH:9]([CH2:11][OH:12])[CH2:8][CH2:7][C:6]=12.